This data is from hERG potassium channel inhibition data for cardiac toxicity prediction from Karim et al.. The task is: Regression/Classification. Given a drug SMILES string, predict its toxicity properties. Task type varies by dataset: regression for continuous values (e.g., LD50, hERG inhibition percentage) or binary classification for toxic/non-toxic outcomes (e.g., AMES mutagenicity, cardiotoxicity, hepatotoxicity). Dataset: herg_karim. (1) The compound is Cc1ncoc1-c1nnc(SCCN2CC[C@]3(C[C@H]3c3ccc(C(F)(F)F)cc3)C2)n1C. The result is 1 (blocker). (2) The molecule is CCCCCCC[N+](CC)CCCC(O)c1ccc(NS(C)(=O)=O)cc1. The result is 1 (blocker). (3) The drug is Cc1nsc(-c2nnc3n2CCN(C(=O)c2ccc(F)cc2F)[C@@H]3C)n1. The result is 0 (non-blocker).